This data is from Experimentally validated miRNA-target interactions with 360,000+ pairs, plus equal number of negative samples. The task is: Binary Classification. Given a miRNA mature sequence and a target amino acid sequence, predict their likelihood of interaction. (1) The miRNA is mmu-miR-320-3p with sequence AAAAGCUGGGUUGAGAGGGCGA. The protein sequence of the target gene is MRLPSAAGPRPGRPRRLPALLLLPLLGGCLGLVGAARRPNVLLLLTDDQDAELGGMTPLKKTKALIGEKGMTFSSAYVPSALCCPSRASILTGKYPHNHHVVNNTLEGNCSSKAWQKIQEPYTFPAILKSVCGYQTFFAGKYLNEYGAPDAGGLEHIPLGWSYWYALEKNSKYYNYTLSINGKARKHGENYSVDYLTDVLANLSLDFLDYKSNSEPFFMMISTPAPHSPWTAAPQYQKAFQNVIAPRNKNFNIHGTNKHWLIRQAKTPMTNSSIRFLDDAFRRRWQTLLSVDDLVEKLVK.... Result: 1 (interaction). (2) The miRNA is hsa-miR-6511a-5p with sequence CAGGCAGAAGUGGGGCUGACAGG. The protein sequence of the target gene is MESCSVAQAGVLTSPFMWRWTGMAGALSALDNTIEDDADDQLPCGEGRPGWVRGELLGSQGVCKDSKDLFVPTSSSLYGCFCVGLVSGMAISVLLLASDFRKLDFSRPEPCFEKEASLWFVAQH. Result: 1 (interaction). (3) The miRNA is mmu-miR-672-5p with sequence UGAGGUUGGUGUACUGUGUGUGA. The protein sequence of the target gene is MLQTTWPQESVTFEDVAVYFTQNQWASLDPAQRALYGEVMLENYANVASLVAFPFPKPALISHLERGEAPWGPDPWDTEILRGISQGGESWIKNEGLVIKQEASEETELHRMPVGGLLRNVSQHFDFKRKALKQTFNLNPNLILRGGMKFYECKECGKIFRYNSKLIRHQMSHTGEKPFKCKECGKAFKSSYDCIVHEKNHIGEGPYECKECGKGLSSNTALTQHQRIHTGEKPYECKECGKAFRRSAAYLQHQRLHTGEKLYKCKECWKAFGCRSLFIVHQRIHTGEKPYQCKECGKAF.... Result: 0 (no interaction). (4) The protein sequence of the target gene is MEQAGTRPAATEHPRLRRPMPWLLLLPLLLLLLLLLPGPAASQLRYSVPEEQAPGALVGNVARALGLELRRLGPGCLRINHLGAPSPRYLELDLTSGALFVNERIDREALCEQRPRCLLSLEVLAHNPVAVSAVEVEILDINDNSPRFPRPNYQLQVSESVAPGARFHIESAQDPDVGANSVQTYELSPSEHFELDLKPLQENSKVLELVLRKGLDREQAALHHLVLTAVDGGIPARSGTAQISVRVLDTNDNSPAFDQSTYRVQLREDSPPGTLVVKLNASDPDEGSNGELRYSLSSYT.... Result: 0 (no interaction). The miRNA is hsa-miR-624-3p with sequence CACAAGGUAUUGGUAUUACCU. (5) The protein sequence of the target gene is MGKGCKVVICGLLSVGKTAILEQLLYGNHTIGMEDCETLEDVYMASVETDRGVKEQLHLYDTRGLQKGVELPKHYFSFADGFVLVYSVNNLESFQRVELLKKEIDKFKDKKEVAIVVLGNKLDLSEQRQVDADVAQQWARSEKVKLWEVTVTDRRTLIEPFTLLASKLSQPQSKSSFPLPGRKNKGNSNPEN. Result: 0 (no interaction). The miRNA is mmu-miR-3112-5p with sequence ACAUAGAAAAGGCAGUCUGCA. (6) The miRNA is hsa-miR-8058 with sequence CUGGACUUUGAUCUUGCCAUAA. The protein sequence of the target gene is MAGKAAAPGTAVLLVTANVGSLFDDPENLQKNWLREFYQVLHTHKPHFMALHCQEFGGKNYEASMSHVDKFVKELLSSDAMKEYNRARVYLDENYKSQEHFTALGSFYFLHESLKNIYQFDFKAKKYKKVTGKEIYSDTLESTPMLEKEKFPQDYFPECKWSRKGFIRTRWCIADCAFDLVNIHLFHDASNLVAWETSPSVYSGVRHKALGYVLDRIIDQRFEKVSYFVFGDFNFRLDSKSVVETLCTKATMQTVRAADTNEVVKLIFRESDNDRKVVLQLEKKLFDYFNQDVFRDNNGT.... Result: 0 (no interaction). (7) The miRNA is hsa-miR-6130 with sequence UGAGGGAGUGGAUUGUAUG. The protein sequence of the target gene is MSGDTCLCPASGAKPKISGFKGGGLGNKYVQLNVGGSLYYTTVRALTRHDTMLKAMFSGRMEVLTDKEGWILIDRCGKHFGTILNYLRDDTITLPQSRQEIQELMAEAKYYLIQGLVSTCQTALQDKKDSYQPVCNIPIITSLREEDRLIESSTKPVVKLLYNRSNNKYSYTSNSDDHLLKNIELFDKLSLRFNGRVLFIKDVIGDEICCWSFYGQGRKLAEVCCTSIVYATEKKQTKVEFPEARIYEETLNVLLYETPRVPDNSLLEATSRSRSQASPSEDEDTFELRDRVRRIHVKRY.... Result: 0 (no interaction). (8) The miRNA is hsa-miR-1302 with sequence UUGGGACAUACUUAUGCUAAA. The protein sequence of the target gene is MTMAGGRRGLVAPQNTFLENIVRRSNDTNFVLGNAQIVDWPIVYSNDGFCKLSGYHRAEVMQKSSTCSFMYGELTDKDTIEKVRQTFENYEMNSFEILMYKKNRTPVWFFVKIAPIRNEQDKVVLFLCTFSDITAFKQPIEDDSCKGWGKFARLTRALTSSRGVLQQLAPSVQKGENVHKHSRLAEVLQLGSDILPQYKQEAPKTPPHIILHYCVFKTTWDWIILILTFYTAILVPYNVSFKTRQNNVAWLVVDSIVDVIFLVDIVLNFHTTFVGPAGEVISDPKLIRMNYLKTWFVIDL.... Result: 0 (no interaction).